Dataset: Reaction yield outcomes from USPTO patents with 853,638 reactions. Task: Predict the reaction yield, written as a fraction of the theoretical maximum amount of product (1.0 means a 100% yield; for example, 0.34 means a 34% yield). The reactants are [CH3:1][C:2]1[S:3][C:4]2[CH:13]=[CH:12][CH:11]=[CH:10][C:5]=2[C:6]=1[C:7]([OH:9])=O.Cl.Cl.[CH3:16][C:17]1([CH3:34])[CH2:21][C:20]2([CH2:26][CH2:25][CH2:24][N:23]([CH:27]3[CH2:32][CH2:31][NH:30][CH2:29][CH2:28]3)[CH2:22]2)[C:19](=[O:33])[O:18]1. No catalyst specified. The product is [CH3:16][C:17]1([CH3:34])[CH2:21][C:20]2([CH2:26][CH2:25][CH2:24][N:23]([CH:27]3[CH2:28][CH2:29][N:30]([C:7]([C:6]4[C:5]5[CH:10]=[CH:11][CH:12]=[CH:13][C:4]=5[S:3][C:2]=4[CH3:1])=[O:9])[CH2:31][CH2:32]3)[CH2:22]2)[C:19](=[O:33])[O:18]1. The yield is 0.910.